This data is from Catalyst prediction with 721,799 reactions and 888 catalyst types from USPTO. The task is: Predict which catalyst facilitates the given reaction. (1) Reactant: [O:1]([C:8]1[CH:9]=[C:10]([CH:13]=[CH:14][CH:15]=1)[CH:11]=[O:12])[C:2]1[CH:7]=[CH:6][CH:5]=[CH:4][CH:3]=1.[C:16]1([Li])[CH:21]=[CH:20][CH:19]=[CH:18][CH:17]=1. Product: [O:1]([C:8]1[CH:9]=[C:10]([CH:11]([C:16]2[CH:21]=[CH:20][CH:19]=[CH:18][CH:17]=2)[OH:12])[CH:13]=[CH:14][CH:15]=1)[C:2]1[CH:3]=[CH:4][CH:5]=[CH:6][CH:7]=1. The catalyst class is: 1. (2) Reactant: [Br:1][C:2]1[CH:13]=[CH:12][C:5]([O:6][CH2:7][CH2:8][CH2:9][CH2:10][NH2:11])=[CH:4][CH:3]=1.[CH:14]1[C:26]2[CH:25]([CH2:27][O:28][C:29](=[O:108])[NH:30][CH2:31][CH2:32][O:33][CH2:34][CH2:35][O:36][CH2:37][CH2:38][O:39][CH2:40][CH2:41][O:42][CH2:43][CH2:44][O:45][CH2:46][CH2:47][O:48][CH2:49][CH2:50][O:51][CH2:52][CH2:53][O:54][CH2:55][CH2:56][O:57][CH2:58][CH2:59][O:60][CH2:61][CH2:62][O:63][CH2:64][CH2:65][O:66][CH2:67][CH2:68][O:69][CH2:70][CH2:71][O:72][CH2:73][CH2:74][O:75][CH2:76][CH2:77][O:78][CH2:79][CH2:80][O:81][CH2:82][CH2:83][O:84][CH2:85][CH2:86][O:87][CH2:88][CH2:89][O:90][CH2:91][CH2:92][O:93][CH2:94][CH2:95][O:96][CH2:97][CH2:98][O:99][CH2:100][CH2:101][O:102][CH2:103][CH2:104][C:105](O)=[O:106])[C:24]3[C:19](=[CH:20][CH:21]=[CH:22][CH:23]=3)[C:18]=2[CH:17]=[CH:16][CH:15]=1.ClCCl. Product: [Br:1][C:2]1[CH:13]=[CH:12][C:5]([O:6][CH2:7][CH2:8][CH2:9][CH2:10][NH:11][C:105](=[O:106])[CH2:104][CH2:103][O:102][CH2:101][CH2:100][O:99][CH2:98][CH2:97][O:96][CH2:95][CH2:94][O:93][CH2:92][CH2:91][O:90][CH2:89][CH2:88][O:87][CH2:86][CH2:85][O:84][CH2:83][CH2:82][O:81][CH2:80][CH2:79][O:78][CH2:77][CH2:76][O:75][CH2:74][CH2:73][O:72][CH2:71][CH2:70][O:69][CH2:68][CH2:67][O:66][CH2:65][CH2:64][O:63][CH2:62][CH2:61][O:60][CH2:59][CH2:58][O:57][CH2:56][CH2:55][O:54][CH2:53][CH2:52][O:51][CH2:50][CH2:49][O:48][CH2:47][CH2:46][O:45][CH2:44][CH2:43][O:42][CH2:41][CH2:40][O:39][CH2:38][CH2:37][O:36][CH2:35][CH2:34][O:33][CH2:32][CH2:31][NH:30][C:29](=[O:108])[O:28][CH2:27][CH:25]2[C:26]3[CH:14]=[CH:15][CH:16]=[CH:17][C:18]=3[C:19]3[C:24]2=[CH:23][CH:22]=[CH:21][CH:20]=3)=[CH:4][CH:3]=1. The catalyst class is: 5. (3) Reactant: [F:1][C:2]1[CH:7]=[CH:6][C:5]([C:8]2[N:9]=[N:10][N:11]3[CH:16]=[C:15]4[C@:17]5([CH2:30][C:31]6[CH:36]=[CH:35][CH:34]=[CH:33][N:32]=6)[CH2:29][CH2:28][C:23]6(OCC[O:24]6)[CH2:22][C@H:18]5[CH2:19][CH2:20][CH2:21][C:14]4=[CH:13][C:12]=23)=[CH:4][CH:3]=1.Cl.C([O-])(O)=O.[Na+].CCOC(C)=O. Product: [F:1][C:2]1[CH:3]=[CH:4][C:5]([C:8]2[N:9]=[N:10][N:11]3[CH:16]=[C:15]4[C:17]5([CH2:30][C:31]6[CH:36]=[CH:35][CH:34]=[CH:33][N:32]=6)[CH2:29][CH2:28][C:23](=[O:24])[CH2:22][CH:18]5[CH2:19][CH2:20][CH2:21][C:14]4=[CH:13][C:12]=23)=[CH:6][CH:7]=1. The catalyst class is: 21. (4) Reactant: [C:1]([O:5][C:6]([NH:8][C:9]1([CH3:15])[CH2:14][CH2:13][NH:12][CH2:11][CH2:10]1)=[O:7])([CH3:4])([CH3:3])[CH3:2].C(N(CC)CC)C.[Cl:23][C:24]1[CH:29]=[C:28](Cl)[N:27]=[CH:26][N:25]=1. Product: [C:1]([O:5][C:6]([NH:8][C:9]1([CH3:15])[CH2:10][CH2:11][N:12]([C:28]2[CH:29]=[C:24]([Cl:23])[N:25]=[CH:26][N:27]=2)[CH2:13][CH2:14]1)=[O:7])([CH3:4])([CH3:2])[CH3:3]. The catalyst class is: 7. (5) Reactant: [Br:1][C:2]1[CH:7]=[CH:6][C:5]([OH:8])=[CH:4][CH:3]=1.[I:9]N1C(=O)CCC1=O. Product: [Br:1][C:2]1[CH:7]=[CH:6][C:5]([OH:8])=[C:4]([I:9])[CH:3]=1. The catalyst class is: 15. (6) Reactant: [N:1]1[CH:6]=[CH:5][CH:4]=[CH:3][C:2]=1[C:7]#[C:8][CH2:9][CH2:10][C:11]1[O:12][C:13]2[C:14](=[C:16]([OH:20])[CH:17]=[CH:18][CH:19]=2)[N:15]=1.CI.[C:23]([O-])([O-])=O.[K+].[K+]. Product: [CH3:23][O:20][C:16]1[C:14]2[N:15]=[C:11]([CH2:10][CH2:9][C:8]#[C:7][C:2]3[CH:3]=[CH:4][CH:5]=[CH:6][N:1]=3)[O:12][C:13]=2[CH:19]=[CH:18][CH:17]=1. The catalyst class is: 85. (7) Reactant: F[C:2]1[CH:9]=[CH:8][C:5]([C:6]#[N:7])=[C:4]([C:10]([F:13])([F:12])[F:11])[C:3]=1[C:14]#[C:15][Si](C)(C)C.[NH2:20][C@@H:21]([C:23]1[CH:24]=[C:25]([CH:28]=[CH:29][CH:30]=1)[C:26]#[N:27])[CH3:22].C([O-])([O-])=O.[K+].[K+].C([O-])(O)=O.[Na+]. Product: [C:26]([C:25]1[CH:24]=[C:23]([C@H:21]([N:20]2[C:2]3[C:3](=[C:4]([C:10]([F:13])([F:12])[F:11])[C:5]([C:6]#[N:7])=[CH:8][CH:9]=3)[CH:14]=[CH:15]2)[CH3:22])[CH:30]=[CH:29][CH:28]=1)#[N:27]. The catalyst class is: 37. (8) Reactant: C([O:3][C:4]([C:6]1[CH:36]=[CH:35][C:9]2[N:10]([CH:29]3[CH2:34][CH2:33][CH2:32][CH2:31][CH2:30]3)[C:11]([C:13]3[CH:14]=[C:15]4[C:20](=[CH:21][CH:22]=3)[N:19]=[CH:18][C:17]([C:23]3[CH:28]=[CH:27][CH:26]=[CH:25][CH:24]=3)=[N:16]4)=[N:12][C:8]=2[CH:7]=1)=[O:5])C. Product: [CH:29]1([N:10]2[C:9]3[CH:35]=[CH:36][C:6]([C:4]([OH:5])=[O:3])=[CH:7][C:8]=3[N:12]=[C:11]2[C:13]2[CH:14]=[C:15]3[C:20](=[CH:21][CH:22]=2)[N:19]=[CH:18][C:17]([C:23]2[CH:24]=[CH:25][CH:26]=[CH:27][CH:28]=2)=[N:16]3)[CH2:34][CH2:33][CH2:32][CH2:31][CH2:30]1. The catalyst class is: 8.